Dataset: Full USPTO retrosynthesis dataset with 1.9M reactions from patents (1976-2016). Task: Predict the reactants needed to synthesize the given product. (1) The reactants are: [CH:1]1[CH:6]=[C:5]2[C:7]([CH2:10][C@@:11]([OH:21])([C:18]([OH:20])=[O:19])C[C@H](N)C(O)=O)=[CH:8][NH:9][C:4]2=[CH:3][CH:2]=1.P([O-])([O-])([O-])=O.[K+].[K+].[K+].[Mg+2].[Cl-].[Cl-]. Given the product [NH:9]1[C:4]2[C:5](=[CH:6][CH:1]=[CH:2][CH:3]=2)[C:7]([CH2:10][C:11](=[O:21])[C:18]([O-:20])=[O:19])=[CH:8]1.[C:18]([O-:20])(=[O:19])[C:11]([CH3:10])=[O:21], predict the reactants needed to synthesize it. (2) Given the product [Cl:18][C:12]1[CH:13]=[CH:14][CH:15]=[C:16]([Cl:17])[C:11]=1[CH2:10][O:9][C:4]1[C:5]([NH2:8])=[N:6][CH:7]=[C:2]([C:27]2[CH:41]=[CH:40][C:30]([O:31][CH2:32][CH2:33][N:34]3[CH2:35][CH2:36][O:37][CH2:38][CH2:39]3)=[CH:29][CH:28]=2)[CH:3]=1, predict the reactants needed to synthesize it. The reactants are: Br[C:2]1[CH:3]=[C:4]([O:9][CH2:10][C:11]2[C:16]([Cl:17])=[CH:15][CH:14]=[CH:13][C:12]=2[Cl:18])[C:5]([NH2:8])=[N:6][CH:7]=1.CC1(C)C(C)(C)OB([C:27]2[CH:41]=[CH:40][C:30]([O:31][CH2:32][CH2:33][N:34]3[CH2:39][CH2:38][O:37][CH2:36][CH2:35]3)=[CH:29][CH:28]=2)O1.